From a dataset of Catalyst prediction with 721,799 reactions and 888 catalyst types from USPTO. Predict which catalyst facilitates the given reaction. (1) Reactant: [CH3:1][O:2][C:3]1[CH:4]=[C:5]([CH:8]=[CH:9][C:10]=1[N+:11]([O-:13])=[O:12])[C:6]#[N:7].C[O:15]C1C=C(C=CC=1[N+]([O-])=O)C(O)=O.C(Cl)(=O)C(Cl)=O. Product: [CH3:1][O:2][C:3]1[CH:4]=[C:5]([CH:8]=[CH:9][C:10]=1[N+:11]([O-:13])=[O:12])[C:6]([NH2:7])=[O:15]. The catalyst class is: 118. (2) Reactant: FC(F)(F)C(O)=O.[NH2:8][CH2:9][C:10]1[N:15]=[C:14]([C:16]2[S:17][C:18]3[CH:26]=[CH:25][CH:24]=[CH:23][C:19]=3[C:20](=[O:22])[N:21]=2)[CH:13]=[CH:12][CH:11]=1.[C:27](Cl)(=[O:30])[CH2:28][CH3:29].C(OCC)(=O)C.O. Product: [O:22]=[C:20]1[C:19]2[CH:23]=[CH:24][CH:25]=[CH:26][C:18]=2[S:17][C:16]([C:14]2[N:15]=[C:10]([CH2:9][NH:8][C:27](=[O:30])[CH2:28][CH3:29])[CH:11]=[CH:12][CH:13]=2)=[N:21]1. The catalyst class is: 80. (3) Reactant: [CH2:1]([C:4]1[C:8]([CH2:9][CH2:10][CH2:11][OH:12])=[CH:7][N:6]([C:13]2[CH:18]=[CH:17][C:16]([C:19]([F:22])([F:21])[F:20])=[CH:15][N:14]=2)[N:5]=1)[CH2:2][CH3:3].[CH2:23]([N:25]1[CH:29]=[C:28]([CH2:30][C:31]([O:33]C)=[O:32])[C:27](O)=[N:26]1)[CH3:24].C(P(CCCC)CCCC)CCC.N(C(N1CCCCC1)=O)=NC(N1CCCCC1)=O. Product: [CH2:23]([N:25]1[CH:29]=[C:28]([CH2:30][C:31]([OH:33])=[O:32])[C:27]([O:12][CH2:11][CH2:10][CH2:9][C:8]2[C:4]([CH2:1][CH2:2][CH3:3])=[N:5][N:6]([C:13]3[CH:18]=[CH:17][C:16]([C:19]([F:21])([F:20])[F:22])=[CH:15][N:14]=3)[CH:7]=2)=[N:26]1)[CH3:24]. The catalyst class is: 7. (4) Reactant: [CH2:1]([O:8][C:9]1[C:17]([F:18])=[CH:16][CH:15]=[C:14]2[C:10]=1[C:11]([C:19](=O)[C:20]([N:22]([CH3:24])[CH3:23])=O)=[CH:12][NH:13]2)[C:2]1[CH:7]=[CH:6][CH:5]=[CH:4][CH:3]=1.[H-].[H-].[H-].[H-].[Li+].[Al+3]. Product: [CH2:1]([O:8][C:9]1[C:17]([F:18])=[CH:16][CH:15]=[C:14]2[C:10]=1[C:11]([CH2:19][CH2:20][N:22]([CH3:23])[CH3:24])=[CH:12][NH:13]2)[C:2]1[CH:3]=[CH:4][CH:5]=[CH:6][CH:7]=1. The catalyst class is: 12. (5) Reactant: [C:1]([O-])(=O)[C:2]([CH3:4])=O.[NH2:7][C@H:8]([C:14]([O-:16])=[O:15])[CH2:9][CH2:10][C:11]([O-:13])=[O:12].C[C:18]1[N:23]=[CH:22][C:21]([CH2:24]OP(O)(O)=O)=[C:20](C=O)[C:19]=1O.P([O-])([O-])([O-])=[O:34].[K+].[K+].[K+]. Product: [CH:2]1[CH:4]=[C:24]2[C:21]([CH2:20][C@@:10]([OH:34])([C:11]([OH:13])=[O:12])[CH2:9][C@H:8]([NH2:7])[C:14]([OH:16])=[O:15])=[CH:22][NH:23][C:18]2=[CH:19][CH:1]=1. The catalyst class is: 6. (6) Reactant: Br[C:2]1[S:3][C:4]2[C:10]([C:11]3[CH:16]=[CH:15][C:14]([Cl:17])=[CH:13][CH:12]=3)=[C:9]([C@H:18]([O:23][C:24]([CH3:27])([CH3:26])[CH3:25])[C:19]([O:21][CH3:22])=[O:20])[C:8]([CH3:28])=[CH:7][C:5]=2[N:6]=1.[CH3:29][N:30]1[C:38]2[C:33](=[CH:34][C:35](B3OC(C)(C)C(C)(C)O3)=[CH:36][CH:37]=2)[C:32]([C:48]2[CH:53]=[CH:52][CH:51]=[CH:50][N:49]=2)=[N:31]1.C([O-])([O-])=O.[K+].[K+].O1CCOCC1. Product: [C:24]([O:23][C@@H:18]([C:9]1[C:8]([CH3:28])=[CH:7][C:5]2[N:6]=[C:2]([C:35]3[CH:34]=[C:33]4[C:38](=[CH:37][CH:36]=3)[N:30]([CH3:29])[N:31]=[C:32]4[C:48]3[CH:53]=[CH:52][CH:51]=[CH:50][N:49]=3)[S:3][C:4]=2[C:10]=1[C:11]1[CH:16]=[CH:15][C:14]([Cl:17])=[CH:13][CH:12]=1)[C:19]([O:21][CH3:22])=[O:20])([CH3:27])([CH3:26])[CH3:25]. The catalyst class is: 103. (7) Reactant: [F:1][C:2]1[CH:7]=[CH:6][C:5]([C:8]#[C:9][C:10]2[CH:11]=[N:12][CH:13]=[C:14]([CH:17]=2)[C:15]#[N:16])=[CH:4][C:3]=1[CH:18]=O.[CH3:20][NH:21][CH2:22][CH2:23][C:24]#[N:25].C(O[BH-](OC(=O)C)OC(=O)C)(=O)C.[Na+]. Product: [C:24]([CH2:23][CH2:22][N:21]([CH2:18][C:3]1[CH:4]=[C:5]([C:8]#[C:9][C:10]2[CH:11]=[N:12][CH:13]=[C:14]([CH:17]=2)[C:15]#[N:16])[CH:6]=[CH:7][C:2]=1[F:1])[CH3:20])#[N:25]. The catalyst class is: 68.